This data is from Peptide-MHC class I binding affinity with 185,985 pairs from IEDB/IMGT. The task is: Regression. Given a peptide amino acid sequence and an MHC pseudo amino acid sequence, predict their binding affinity value. This is MHC class I binding data. (1) The peptide sequence is NYKAVSCDF. The MHC is HLA-B07:02 with pseudo-sequence HLA-B07:02. The binding affinity (normalized) is 0. (2) The peptide sequence is STSPTRTWKV. The MHC is HLA-A02:06 with pseudo-sequence HLA-A02:06. The binding affinity (normalized) is 0.425. (3) The peptide sequence is KTYHYHSL. The MHC is H-2-Db with pseudo-sequence H-2-Db. The binding affinity (normalized) is 0.485.